Predict the reactants needed to synthesize the given product. From a dataset of Full USPTO retrosynthesis dataset with 1.9M reactions from patents (1976-2016). The reactants are: [F:1][C:2]1[CH:3]=[C:4]([S:9]([NH:12][C@H:13]([C:16]2[CH:21]=[CH:20][CH:19]=[CH:18][CH:17]=2)[CH2:14][CH3:15])(=[O:11])=[O:10])[CH:5]=[CH:6][C:7]=1[F:8].Br[CH2:23][C:24]1[CH:33]=[CH:32][C:27]([C:28]([O:30][CH3:31])=[O:29])=[CH:26][CH:25]=1.C([O-])([O-])=O.[K+].[K+]. Given the product [F:1][C:2]1[CH:3]=[C:4]([S:9]([N:12]([CH2:23][C:24]2[CH:33]=[CH:32][C:27]([C:28]([O:30][CH3:31])=[O:29])=[CH:26][CH:25]=2)[C@H:13]([C:16]2[CH:17]=[CH:18][CH:19]=[CH:20][CH:21]=2)[CH2:14][CH3:15])(=[O:11])=[O:10])[CH:5]=[CH:6][C:7]=1[F:8], predict the reactants needed to synthesize it.